Predict the reaction yield, written as a fraction of the theoretical maximum amount of product (1.0 means a 100% yield; for example, 0.34 means a 34% yield). From a dataset of Reaction yield outcomes from USPTO patents with 853,638 reactions. (1) The reactants are C(=O)([O-])[O-].[K+].[K+].[Br:7][C:8]1[CH:9]=[C:10]([OH:14])[CH:11]=[CH:12][CH:13]=1.[CH2:15]([O:17][CH:18]([O:21][CH2:22][CH3:23])[CH2:19]Br)[CH3:16]. The catalyst is CS(C)=O. The product is [Br:7][C:8]1[CH:13]=[CH:12][CH:11]=[C:10]([O:14][CH2:19][CH:18]([O:21][CH2:22][CH3:23])[O:17][CH2:15][CH3:16])[CH:9]=1. The yield is 0.720. (2) The reactants are [C:1]([C:3]1([NH:6][C:7]([C@@H:9]2[CH2:13][C@@H:12]([S:14]([C:17]3[CH:22]=[CH:21][CH:20]=[CH:19][C:18]=3[Cl:23])(=[O:16])=[O:15])[CH2:11][N:10]2[C:24]([C:26]2([C:30]3[C:35]([F:36])=[CH:34][C:33]([Br:37])=[CH:32][N:31]=3)[CH2:29][NH:28][CH2:27]2)=[O:25])=[O:8])[CH2:5][CH2:4]1)#[N:2].[C:38]([O-])(=O)C.[Na+].C(O)(=O)C.C=O.C(O[BH-](OC(=O)C)OC(=O)C)(=O)C.[Na+]. The catalyst is ClCCl. The product is [C:1]([C:3]1([NH:6][C:7]([C@@H:9]2[CH2:13][C@@H:12]([S:14]([C:17]3[CH:22]=[CH:21][CH:20]=[CH:19][C:18]=3[Cl:23])(=[O:15])=[O:16])[CH2:11][N:10]2[C:24]([C:26]2([C:30]3[C:35]([F:36])=[CH:34][C:33]([Br:37])=[CH:32][N:31]=3)[CH2:29][N:28]([CH3:38])[CH2:27]2)=[O:25])=[O:8])[CH2:4][CH2:5]1)#[N:2]. The yield is 0.400.